From a dataset of Full USPTO retrosynthesis dataset with 1.9M reactions from patents (1976-2016). Predict the reactants needed to synthesize the given product. (1) Given the product [F:25][C:20]1[CH:21]=[CH:22][CH:23]=[CH:24][C:19]=1[C:17]#[C:18][C:2]1[CH:11]=[CH:10][N:9]=[C:8]2[C:3]=1[C:4]1[CH:16]=[CH:15][CH:14]=[CH:13][C:5]=1[C:6](=[O:12])[NH:7]2, predict the reactants needed to synthesize it. The reactants are: Cl[C:2]1[CH:11]=[CH:10][N:9]=[C:8]2[C:3]=1[C:4]1[CH:16]=[CH:15][CH:14]=[CH:13][C:5]=1[C:6](=[O:12])[NH:7]2.[C:17]([C:19]1[CH:24]=[CH:23][CH:22]=[CH:21][C:20]=1[F:25])#[CH:18]. (2) Given the product [NH:2]=[C:1]([N:34]1[CH2:39][CH2:38][O:37][CH2:36][CH2:35]1)[C:3]1[CH:4]=[C:5]([NH:9][C:10](=[O:33])[NH:11][C:12]2[CH:17]=[CH:16][C:15]([S:18]([NH:21][CH2:22][C:23]3[CH:28]=[CH:27][C:26]([S:29](=[O:32])(=[O:31])[NH2:30])=[CH:25][CH:24]=3)(=[O:20])=[O:19])=[CH:14][CH:13]=2)[CH:6]=[CH:7][CH:8]=1, predict the reactants needed to synthesize it. The reactants are: [C:1]([C:3]1[CH:4]=[C:5]([NH:9][C:10](=[O:33])[NH:11][C:12]2[CH:17]=[CH:16][C:15]([S:18]([NH:21][CH2:22][C:23]3[CH:28]=[CH:27][C:26]([S:29](=[O:32])(=[O:31])[NH2:30])=[CH:25][CH:24]=3)(=[O:20])=[O:19])=[CH:14][CH:13]=2)[CH:6]=[CH:7][CH:8]=1)#[N:2].[NH:34]1[CH2:39][CH2:38][O:37][CH2:36][CH2:35]1.